From a dataset of TCR-epitope binding with 47,182 pairs between 192 epitopes and 23,139 TCRs. Binary Classification. Given a T-cell receptor sequence (or CDR3 region) and an epitope sequence, predict whether binding occurs between them. (1) The epitope is TPGPGVRYPL. The TCR CDR3 sequence is CASSSPGLATEQFF. Result: 0 (the TCR does not bind to the epitope). (2) The epitope is YVLDHLIVV. The TCR CDR3 sequence is CASTPGVEIDTQYF. Result: 0 (the TCR does not bind to the epitope). (3) The epitope is YEGNSPFHPL. The TCR CDR3 sequence is CASSLASVTFAAEQFF. Result: 0 (the TCR does not bind to the epitope). (4) The epitope is HSKKKCDEL. The TCR CDR3 sequence is CASSPRVLRANEKLFF. Result: 0 (the TCR does not bind to the epitope).